From a dataset of Reaction yield outcomes from USPTO patents with 853,638 reactions. Predict the reaction yield, written as a fraction of the theoretical maximum amount of product (1.0 means a 100% yield; for example, 0.34 means a 34% yield). (1) The reactants are [F:1][C:2]1[CH:47]=[CH:46][CH:45]=[C:44]([F:48])[C:3]=1[CH2:4][N:5]1[C:10]2[S:11][C:12]([C:24]3[CH:29]=[CH:28][C:27]([NH:30][C:31]([NH:33][O:34][CH3:35])=[O:32])=[CH:26][CH:25]=3)=[C:13]([CH2:14][N:15]([CH3:23])[CH2:16][C:17]3[CH:22]=[CH:21][CH:20]=[CH:19][N:18]=3)[C:9]=2[C:8](=[O:36])[N:7]([CH2:37][CH2:38][C:39](OC)=O)[C:6]1=[O:43].NC(CC)[CH2:51][CH2:52][CH2:53][OH:54]. No catalyst specified. The product is [F:1][C:2]1[CH:47]=[CH:46][CH:45]=[C:44]([F:48])[C:3]=1[CH2:4][N:5]1[C:10]2[S:11][C:12]([C:24]3[CH:25]=[CH:26][C:27]([NH:30][C:31]([NH:33][O:34][CH3:35])=[O:32])=[CH:28][CH:29]=3)=[C:13]([CH2:14][N:15]([CH3:23])[CH2:16][C:17]3[CH:22]=[CH:21][CH:20]=[CH:19][N:18]=3)[C:9]=2[C:8](=[O:36])[N:7]([CH:37]2[CH2:38][CH2:39][CH:53]([OH:54])[CH2:52][CH2:51]2)[C:6]1=[O:43]. The yield is 0.450. (2) The reactants are [CH2:1]([C:6]1[CH:12]=[C:11]([OH:13])[CH:10]=[CH:9][C:7]=1[OH:8])[CH2:2][CH2:3][CH2:4][CH3:5].CCCCCC.CC(=O)OCC. The catalyst is CO. The product is [CH2:1]([C:6]1[C:7](=[O:8])[CH:9]=[CH:10][C:11](=[O:13])[CH:12]=1)[CH2:2][CH2:3][CH2:4][CH3:5]. The yield is 0.590. (3) The reactants are [Sn](Cl)(Cl)(Cl)Cl.[CH3:6][C:7]1[CH:12]=[CH:11][CH:10]=[CH:9][C:8]=1[S:13][CH3:14].[CH3:15][O:16]C(Cl)Cl. The catalyst is ClCCl. The product is [CH3:6][C:7]1[CH:12]=[C:11]([CH:10]=[CH:9][C:8]=1[S:13][CH3:14])[CH:15]=[O:16]. The yield is 0.540. (4) The reactants are [CH2:1]([O:3][C:4]1[CH:17]=[C:16]2[C:7]([C:8]([C:19]3[CH:20]=[CH:21][C:22](=[O:26])[N:23]([CH3:25])[CH:24]=3)=[N:9][C@H:10]3[C@@H:15]2[CH2:14][C@H:13]([OH:18])[CH2:12][CH2:11]3)=[CH:6][C:5]=1[O:27][CH3:28])[CH3:2].[O:29]=[C:30]([CH2:34][CH2:35][C:36]([OH:38])=[O:37])[C:31]([OH:33])=[O:32]. The catalyst is CC(C)=O. The product is [O:29]=[C:30]([CH2:34][CH2:35][C:36]([OH:38])=[O:37])[C:31]([OH:33])=[O:32].[CH2:1]([O:3][C:4]1[CH:17]=[C:16]2[C:7]([C:8]([C:19]3[CH:20]=[CH:21][C:22](=[O:26])[N:23]([CH3:25])[CH:24]=3)=[N:9][C@H:10]3[C@@H:15]2[CH2:14][C@H:13]([OH:18])[CH2:12][CH2:11]3)=[CH:6][C:5]=1[O:27][CH3:28])[CH3:2]. The yield is 0.670. (5) The yield is 0.540. The catalyst is C(O)C. The reactants are [F:1][C:2]([F:25])([F:24])[C:3]1([C:6]2[CH:7]=[C:8]([CH:21]=[CH:22][CH:23]=2)[CH2:9][N:10]2C(=O)C3C(=CC=CC=3)C2=O)[NH:5][NH:4]1.O.NN.FC(F)(F)C1(C2C=C(CN)C=CC=2)N=N1. The product is [F:25][C:2]([F:1])([F:24])[C:3]1([C:6]2[CH:7]=[C:8]([CH2:9][NH2:10])[CH:21]=[CH:22][CH:23]=2)[NH:4][NH:5]1. (6) The reactants are [O:1]=[C:2]1[C:7]([CH2:8][C:9]2[CH:14]=[CH:13][C:12]([C:15]3[C:16]([C:21]#[N:22])=[CH:17][CH:18]=[CH:19][CH:20]=3)=[CH:11][CH:10]=2)=[C:6]([CH2:23][CH2:24][CH3:25])[N:5]2[N:26]=[CH:27][N:28]=[C:4]2[NH:3]1.[C:29]1(B(O)O)[CH:34]=[CH:33][CH:32]=[CH:31][CH:30]=1.C(N(CC)CC)C.N1C=CC=CC=1. The catalyst is ClCCl.C(OCC)(=O)C.C([O-])(=O)C.[Cu+2].C([O-])(=O)C. The product is [O:1]=[C:2]1[C:7]([CH2:8][C:9]2[CH:10]=[CH:11][C:12]([C:15]3[C:16]([C:21]#[N:22])=[CH:17][CH:18]=[CH:19][CH:20]=3)=[CH:13][CH:14]=2)=[C:6]([CH2:23][CH2:24][CH3:25])[N:5]2[N:26]=[CH:27][N:28]=[C:4]2[N:3]1[C:29]1[CH:34]=[CH:33][CH:32]=[CH:31][CH:30]=1. The yield is 0.800.